Dataset: Forward reaction prediction with 1.9M reactions from USPTO patents (1976-2016). Task: Predict the product of the given reaction. (1) The product is: [OH:7][CH2:1][CH2:2][O:3][CH2:4][CH2:5][O:6][S:21]([C:18]1[CH:19]=[CH:20][C:15]([CH3:25])=[CH:16][CH:17]=1)(=[O:23])=[O:22]. Given the reactants [CH2:1]([OH:7])[CH2:2][O:3][CH2:4][CH2:5][OH:6].C(N(CC)CC)C.[C:15]1([CH3:25])[CH:20]=[CH:19][C:18]([S:21](Cl)(=[O:23])=[O:22])=[CH:17][CH:16]=1, predict the reaction product. (2) Given the reactants [F:1][C:2]1[CH:11]=[CH:10][C:5]([C:6]([O:8][CH3:9])=[O:7])=[C:4]([O:12][C:13]2[CH:18]=[CH:17][CH:16]=[C:15](F)[C:14]=2[N+:20]([O-:22])=[O:21])[CH:3]=1.[CH3:23][O:24][C:25]1[CH:30]=[CH:29][C:28]([CH:31]([C:33]2[CH:38]=[CH:37][C:36]([O:39][CH3:40])=[CH:35][CH:34]=2)[NH2:32])=[CH:27][CH:26]=1.C(N(C(C)C)C(C)C)C, predict the reaction product. The product is: [CH3:40][O:39][C:36]1[CH:35]=[CH:34][C:33]([CH:31]([NH:32][C:15]2[C:14]([N+:20]([O-:22])=[O:21])=[C:13]([CH:18]=[CH:17][CH:16]=2)[O:12][C:4]2[CH:3]=[C:2]([F:1])[CH:11]=[CH:10][C:5]=2[C:6]([O:8][CH3:9])=[O:7])[C:28]2[CH:29]=[CH:30][C:25]([O:24][CH3:23])=[CH:26][CH:27]=2)=[CH:38][CH:37]=1. (3) Given the reactants FC(F)(F)[C:3](O)=[O:4].[NH2:8][C:9]1[CH:14]=[CH:13][C:12]([C:15]2[NH:19][C:18](=[O:20])[O:17][N:16]=2)=[CH:11][CH:10]=1.C1N=CN(C(N2C=NC=C2)=O)C=1.CCN(C(C)C)C(C)C.Cl.[F:43][C:44]([F:64])([F:63])[C:45]1[CH:50]=[CH:49][C:48]([C@@H:51]([C:53]2[C:58]([C:59]([F:62])([F:61])[F:60])=[CH:57][CH:56]=[CH:55][N:54]=2)[NH2:52])=[CH:47][CH:46]=1, predict the reaction product. The product is: [O:20]=[C:18]1[O:17][N:16]=[C:15]([C:12]2[CH:11]=[CH:10][C:9]([NH:8][C:3]([NH:52][C@@H:51]([C:48]3[CH:47]=[CH:46][C:45]([C:44]([F:63])([F:43])[F:64])=[CH:50][CH:49]=3)[C:53]3[C:58]([C:59]([F:62])([F:60])[F:61])=[CH:57][CH:56]=[CH:55][N:54]=3)=[O:4])=[CH:14][CH:13]=2)[NH:19]1. (4) Given the reactants [CH3:1][O:2][C:3]1[C:8]2[N:9]=[C:10]([NH:12][C:13]([C:15]3[CH:38]=[CH:37][C:18]([CH2:19][N:20]([CH3:36])[CH2:21][CH2:22][O:23]C(=O)C4C=CC(OC)=C(OC)C=4)=[CH:17][CH:16]=3)=[O:14])[S:11][C:7]=2[C:6]([N:39]2[CH2:44][CH2:43][O:42][CH2:41][CH2:40]2)=[CH:5][CH:4]=1.C(O)C, predict the reaction product. The product is: [OH:23][CH2:22][CH2:21][N:20]([CH2:19][C:18]1[CH:17]=[CH:16][C:15]([C:13]([NH:12][C:10]2[S:11][C:7]3[C:6]([N:39]4[CH2:44][CH2:43][O:42][CH2:41][CH2:40]4)=[CH:5][CH:4]=[C:3]([O:2][CH3:1])[C:8]=3[N:9]=2)=[O:14])=[CH:38][CH:37]=1)[CH3:36]. (5) Given the reactants [C:1]([N:4]1[C:13]2[C:8](=[CH:9][C:10]([C:14]3[N:15]=[N:16][N:17]([CH2:19][CH2:20][O:21][Si](C(C)(C)C)(C)C)[CH:18]=3)=[CH:11][CH:12]=2)[C@H:7]([NH2:29])[CH2:6][C@@H:5]1[CH3:30])(=[O:3])[CH3:2].Br[C:32]1[CH:37]=[CH:36][CH:35]=[CH:34][N:33]=1.CC(C)([O-])C.[Na+].C1(P(C2CCCCC2)C2C=CC=CC=2C2C(N(C)C)=CC=CC=2)CCCCC1, predict the reaction product. The product is: [C:1]([N:4]1[C:13]2[C:8](=[CH:9][C:10]([C:14]3[N:15]=[N:16][N:17]([CH2:19][CH2:20][OH:21])[CH:18]=3)=[CH:11][CH:12]=2)[C@H:7]([NH:29][C:32]2[CH:37]=[CH:36][CH:35]=[CH:34][N:33]=2)[CH2:6][C@@H:5]1[CH3:30])(=[O:3])[CH3:2]. (6) The product is: [ClH:7].[NH:24]1[CH2:25][CH2:26][CH:21]([CH2:20][NH:19][C:17]([C:13]2[CH:12]=[C:11]3[C:16](=[CH:15][CH:14]=2)[NH:8][N:9]=[CH:10]3)=[O:18])[CH2:22][CH2:23]1. Given the reactants O1CCOCC1.[ClH:7].[NH:8]1[C:16]2[C:11](=[CH:12][C:13]([C:17]([NH:19][CH2:20][CH:21]3[CH2:26][CH2:25][N:24](C(OC(C)(C)C)=O)[CH2:23][CH2:22]3)=[O:18])=[CH:14][CH:15]=2)[CH:10]=[N:9]1.C1(C)C=CC=CC=1, predict the reaction product.